From a dataset of Forward reaction prediction with 1.9M reactions from USPTO patents (1976-2016). Predict the product of the given reaction. (1) The product is: [NH2:12][C:7]1[C:6]2[N:13]=[C:14]([CH2:16][CH2:17][CH3:18])[S:15][C:5]=2[C:4]2[CH:3]=[C:2]([C:26]3[CH:27]=[CH:28][C:23]([NH:22][C:19](=[O:21])[CH3:20])=[CH:24][CH:25]=3)[CH:11]=[CH:10][C:9]=2[N:8]=1. Given the reactants Br[C:2]1[CH:11]=[CH:10][C:9]2[N:8]=[C:7]([NH2:12])[C:6]3[N:13]=[C:14]([CH2:16][CH2:17][CH3:18])[S:15][C:5]=3[C:4]=2[CH:3]=1.[C:19]([NH:22][C:23]1[CH:28]=[CH:27][C:26](B(O)O)=[CH:25][CH:24]=1)(=[O:21])[CH3:20], predict the reaction product. (2) Given the reactants C([O:4][C@@H:5]1[C:14]2[C:9](=[N:10][C:11]([C:21]3[CH:26]=[CH:25][CH:24]=[CH:23][CH:22]=3)=[C:12]([C:15]3[CH:20]=[CH:19][CH:18]=[CH:17][CH:16]=3)[N:13]=2)[N:8]([CH2:27][CH2:28][CH2:29][CH2:30][CH2:31][CH2:32][C:33]([O:35]CC)=[O:34])[CH2:7][CH2:6]1)(=O)C.[Li+].[OH-], predict the reaction product. The product is: [OH:4][C@@H:5]1[C:14]2[C:9](=[N:10][C:11]([C:21]3[CH:22]=[CH:23][CH:24]=[CH:25][CH:26]=3)=[C:12]([C:15]3[CH:20]=[CH:19][CH:18]=[CH:17][CH:16]=3)[N:13]=2)[N:8]([CH2:27][CH2:28][CH2:29][CH2:30][CH2:31][CH2:32][C:33]([OH:35])=[O:34])[CH2:7][CH2:6]1. (3) Given the reactants [Br:1][CH2:2][C:3]1([CH2:11][OH:12])[CH2:8][O:7][C:6]([CH3:10])([CH3:9])[O:5][CH2:4]1.N1C=CN=C1.[C:18]([Si:22]([CH3:25])([CH3:24])Cl)([CH3:21])([CH3:20])[CH3:19].[Cl-].[NH4+], predict the reaction product. The product is: [Br:1][CH2:2][C:3]1([CH2:11][O:12][Si:22]([C:18]([CH3:21])([CH3:20])[CH3:19])([CH3:25])[CH3:24])[CH2:4][O:5][C:6]([CH3:9])([CH3:10])[O:7][CH2:8]1. (4) Given the reactants [NH:1]1[CH:5]=[CH:4][N:3]=[N:2]1.Br[CH2:7][C:8]([O:10][CH3:11])=[O:9].C(=O)([O-])[O-].[K+].[K+], predict the reaction product. The product is: [N:1]1[N:2]([CH2:7][C:8]([O:10][CH3:11])=[O:9])[N:3]=[CH:4][CH:5]=1. (5) Given the reactants [O:1]1[CH2:6][CH2:5][CH2:4][O:3][CH:2]1[C:7]1[CH:12]=[CH:11][C:10]([C:13]2[S:14][C:15]3[C:20]([N:21]=2)=[CH:19][CH:18]=[C:17]([C:22]([CH:24]2[CH2:29][CH2:28][O:27][CH2:26][CH2:25]2)=[CH2:23])[N:16]=3)=[C:9]([F:30])[CH:8]=1.[I-].[CH3:32][S+](C)(C)=O.CC(C)([O-])C.[K+], predict the reaction product. The product is: [O:3]1[CH2:4][CH2:5][CH2:6][O:1][CH:2]1[C:7]1[CH:12]=[CH:11][C:10]([C:13]2[S:14][C:15]3[C:20]([N:21]=2)=[CH:19][CH:18]=[C:17]([C:22]2([CH:24]4[CH2:29][CH2:28][O:27][CH2:26][CH2:25]4)[CH2:32][CH2:23]2)[N:16]=3)=[C:9]([F:30])[CH:8]=1.